Dataset: Full USPTO retrosynthesis dataset with 1.9M reactions from patents (1976-2016). Task: Predict the reactants needed to synthesize the given product. (1) Given the product [CH2:2]([O:4][C:5]([C@H:7]1[CH2:10][C@@H:9]([NH:11][CH2:37][C:36]2[CH:39]=[CH:40][CH:41]=[C:34]([C:31]3[N:30]=[C:29]([C:26]4[CH:27]=[CH:28][C:23]([CH2:19][CH:20]([CH3:22])[CH3:21])=[CH:24][CH:25]=4)[O:33][N:32]=3)[CH:35]=2)[CH2:8]1)=[O:6])[CH3:3], predict the reactants needed to synthesize it. The reactants are: Cl.[CH2:2]([O:4][C:5]([C@H:7]1[CH2:10][C@@H:9]([NH2:11])[CH2:8]1)=[O:6])[CH3:3].C(N(CC)CC)C.[CH2:19]([C:23]1[CH:28]=[CH:27][C:26]([C:29]2[O:33][N:32]=[C:31]([C:34]3[CH:35]=[C:36]([CH:39]=[CH:40][CH:41]=3)[CH:37]=O)[N:30]=2)=[CH:25][CH:24]=1)[CH:20]([CH3:22])[CH3:21].C(O[BH-](OC(=O)C)OC(=O)C)(=O)C.[Na+]. (2) Given the product [C:1]1([CH:7]([C:14]2[C:22]3[C:17](=[CH:18][C:19]([O:23][CH2:25][CH2:26][CH2:27][OH:28])=[CH:20][CH:21]=3)[NH:16][CH:15]=2)[CH2:8][C:9]([O:11][CH2:12][CH3:13])=[O:10])[CH:6]=[CH:5][CH:4]=[CH:3][CH:2]=1, predict the reactants needed to synthesize it. The reactants are: [C:1]1([CH:7]([C:14]2[C:22]3[C:17](=[CH:18][C:19]([OH:23])=[CH:20][CH:21]=3)[NH:16][CH:15]=2)[CH2:8][C:9]([O:11][CH2:12][CH3:13])=[O:10])[CH:6]=[CH:5][CH:4]=[CH:3][CH:2]=1.Br[CH2:25][CH2:26][CH2:27][OH:28].C(=O)([O-])[O-].[K+].[K+]. (3) Given the product [Br:15][C:9]1[CH:10]=[N:11][C:12]2[C:7]([CH:8]=1)=[CH:6][C:5]([OH:4])=[CH:14][CH:13]=2, predict the reactants needed to synthesize it. The reactants are: C([O:4][C:5]1[CH:6]=[C:7]2[C:12](=[CH:13][CH:14]=1)[N:11]=[CH:10][C:9]([Br:15])=[CH:8]2)(=O)C.C([O-])([O-])=O.[K+].[K+]. (4) Given the product [NH2:1][C:2]1[N:7]([C:8]2[C:9]([F:16])=[CH:10][C:11]([O:15][CH2:30][CH2:31][N:32]3[CH2:37][CH2:36][O:35][CH2:34][CH2:33]3)=[CH:12][C:13]=2[F:14])[C:6](=[O:17])[CH:5]=[CH:4][C:3]=1[C:18](=[O:27])[C:19]1[CH:24]=[CH:23][C:22]([F:25])=[CH:21][C:20]=1[F:26], predict the reactants needed to synthesize it. The reactants are: [NH2:1][C:2]1[N:7]([C:8]2[C:13]([F:14])=[CH:12][C:11]([OH:15])=[CH:10][C:9]=2[F:16])[C:6](=[O:17])[CH:5]=[CH:4][C:3]=1[C:18](=[O:27])[C:19]1[CH:24]=[CH:23][C:22]([F:25])=[CH:21][C:20]=1[F:26].Cl.Cl[CH2:30][CH2:31][N:32]1[CH2:37][CH2:36][O:35][CH2:34][CH2:33]1.C(=O)([O-])[O-].[K+].[K+].[I-].[K+]. (5) Given the product [Cl:35][C:36]1[CH:37]=[C:38]([C:2]2[CH:7]=[CH:6][CH:5]=[C:4]([C:8]3([C:20]4[CH:25]=[CH:24][C:23]([O:26][CH3:27])=[CH:22][CH:21]=4)[C:12]4=[N:13][CH2:14][CH:15]([O:17][CH3:18])[CH2:16][N:11]4[C:10]([NH2:28])=[N:9]3)[CH:3]=2)[CH:39]=[C:40]([Cl:42])[CH:41]=1, predict the reactants needed to synthesize it. The reactants are: Br[C:2]1[CH:3]=[C:4]([C:8]2([C:20]3[CH:25]=[CH:24][C:23]([O:26][CH3:27])=[CH:22][CH:21]=3)[C:12]3=[N:13][CH2:14][CH:15]([O:17][CH3:18])[CH2:16][N:11]3[C:10](=S)[NH:9]2)[CH:5]=[CH:6][CH:7]=1.[NH3:28].C(OO)(C)(C)C.[Cl:35][C:36]1[CH:37]=[C:38](B(O)O)[CH:39]=[C:40]([Cl:42])[CH:41]=1.C(=O)([O-])[O-].[K+].[K+]. (6) Given the product [CH3:46][O:47][C:13](=[O:12])[C:14]1[CH:15]=[CH:16][C:8]([O:1][C:2]2[CH:7]=[CH:6][CH:5]=[CH:4][CH:3]=2)=[CH:9][C:10]=1[CH2:11][Cl:44], predict the reactants needed to synthesize it. The reactants are: [O:1]([C:8]1[CH:9]=[C:10]2[C:14](=[CH:15][CH:16]=1)[C:13](=O)[O:12][CH2:11]2)[C:2]1[CH:7]=[CH:6][CH:5]=[CH:4][CH:3]=1.B(O)(O)O.C1(P(=O)(C2C=CC=CC=2)C2C=CC=CC=2)C=CC=CC=1.S(Cl)([Cl:44])=O.[CH3:46][OH:47]. (7) Given the product [CH:23]([O:19][C:3]1[CH:2]=[C:11]2[C:6]([CH:7]3[O:14][C:13]4[CH:15]=[CH:16][CH:17]=[CH:18][C:12]=4[CH:8]3[CH2:9][O:10]2)=[CH:5][CH:4]=1)([CH3:24])[CH3:22], predict the reactants needed to synthesize it. The reactants are: C[C:2]1[C:3]([OH:19])=[CH:4][CH:5]=[C:6]2[C:11]=1[O:10][CH2:9][CH:8]1[C:12]3[CH:18]=[CH:17][CH:16]=[CH:15][C:13]=3[O:14][CH:7]21.[H-].[Na+].[CH2:22](Br)[CH:23]=[CH2:24].Cl. (8) Given the product [OH:3][CH2:4][C:6]1[CH:10]=[C:9]([C:11]2[CH:12]=[CH:13][C:14]([CH3:17])=[CH:15][CH:16]=2)[N:8]([C:18]2[CH:23]=[CH:22][C:21]([S:24]([NH2:25])(=[O:26])=[O:27])=[CH:20][CH:19]=2)[N:7]=1, predict the reactants needed to synthesize it. The reactants are: C([O:3][C:4]([C:6]1[CH:10]=[C:9]([C:11]2[CH:16]=[CH:15][C:14]([CH3:17])=[CH:13][CH:12]=2)[N:8]([C:18]2[CH:23]=[CH:22][C:21]([S:24](=[O:27])(=[O:26])[NH2:25])=[CH:20][CH:19]=2)[N:7]=1)=O)C.[H-].[H-].[H-].[H-].[Li+].[Al+3].O.